From a dataset of Reaction yield outcomes from USPTO patents with 853,638 reactions. Predict the reaction yield, written as a fraction of the theoretical maximum amount of product (1.0 means a 100% yield; for example, 0.34 means a 34% yield). (1) The reactants are [CH:1]1([CH2:6][N:7]([CH2:18][CH3:19])[C:8]2[C:9]([CH2:16][OH:17])=[N:10][C:11]([O:14][CH3:15])=[CH:12][CH:13]=2)[CH2:5][CH2:4][CH2:3][CH2:2]1. The catalyst is C(Cl)(Cl)Cl.[O-2].[O-2].[Mn+4]. The product is [CH:1]1([CH2:6][N:7]([CH2:18][CH3:19])[C:8]2[C:9]([CH:16]=[O:17])=[N:10][C:11]([O:14][CH3:15])=[CH:12][CH:13]=2)[CH2:2][CH2:3][CH2:4][CH2:5]1. The yield is 0.850. (2) The reactants are [C:1]1([S:7]([N:10]2[C:18]3[C:13](=[CH:14][CH:15]=[CH:16][CH:17]=3)[C:12]([C:19]3[N:20]([S:24]([C:27]4[CH:32]=[CH:31][CH:30]=[CH:29][CH:28]=4)(=[O:26])=[O:25])[CH:21]=[CH:22][N:23]=3)=[CH:11]2)(=[O:9])=[O:8])[CH:6]=[CH:5][CH:4]=[CH:3][CH:2]=1.C([Li])(C)(C)C.CCCCC.[CH3:43][O:44][C:45]1[CH:46]=[C:47]([CH:51]=[C:52]([O:56][CH3:57])[C:53]=1[O:54][CH3:55])[C:48](Cl)=[O:49]. The catalyst is C1COCC1. The product is [C:27]1([S:24]([N:20]2[CH:21]=[C:22]([C:48]([C:47]3[CH:51]=[C:52]([O:56][CH3:57])[C:53]([O:54][CH3:55])=[C:45]([O:44][CH3:43])[CH:46]=3)=[O:49])[N:23]=[C:19]2[C:12]2[C:13]3[C:18](=[CH:17][CH:16]=[CH:15][CH:14]=3)[N:10]([S:7]([C:1]3[CH:2]=[CH:3][CH:4]=[CH:5][CH:6]=3)(=[O:9])=[O:8])[CH:11]=2)(=[O:25])=[O:26])[CH:28]=[CH:29][CH:30]=[CH:31][CH:32]=1. The yield is 0.300. (3) The reactants are [C:1]([O:4][CH:5]1[C:9]2[N:10]=[CH:11][N:12]=[C:13](Cl)[C:8]=2[C@H:7]([CH3:15])[CH2:6]1)(=[O:3])[CH3:2].[CH3:16][C@@H:17]1[NH:22][CH2:21][CH2:20][N:19]([C:23]([O:25][C:26]([CH3:29])([CH3:28])[CH3:27])=[O:24])[CH2:18]1. The catalyst is CN1C(=O)CCC1.C(OCC)(=O)C. The product is [C:1]([O:4][CH:5]1[C:9]2[N:10]=[CH:11][N:12]=[C:13]([N:22]3[CH2:21][CH2:20][N:19]([C:23]([O:25][C:26]([CH3:29])([CH3:28])[CH3:27])=[O:24])[CH2:18][C@@H:17]3[CH3:16])[C:8]=2[C@H:7]([CH3:15])[CH2:6]1)(=[O:3])[CH3:2]. The yield is 0.600. (4) The reactants are [CH3:1][C:2]1[N:11]=[CH:10][C:9]2[C:4](=[CH:5][CH:6]=[CH:7][C:8]=2F)[N:3]=1.C(N(CC)CC)C.[NH:20]1[CH2:25][CH2:24][NH:23][CH2:22][CH2:21]1.O. The catalyst is CN(C)C=O. The product is [CH3:1][C:2]1[N:11]=[CH:10][C:9]2[C:4](=[CH:5][CH:6]=[CH:7][C:8]=2[N:20]2[CH2:25][CH2:24][NH:23][CH2:22][CH2:21]2)[N:3]=1. The yield is 0.640. (5) The reactants are [CH2:1]([N:8]1[C:12]([C:13]([F:16])([F:15])[F:14])=[C:11]([CH3:17])[C:10](B2OC(C)(C)C(C)(C)O2)=[C:9]1[C:27]([N:29]([CH3:35])[CH2:30][C:31]([CH3:34])([CH3:33])[CH3:32])=[O:28])[C:2]1[CH:7]=[CH:6][CH:5]=[CH:4][CH:3]=1.[Li+].[OH-].Br[C:39]1[CH:44]=[CH:43][C:42]([O:45][CH2:46][C:47]([F:50])([F:49])[F:48])=[CH:41][CH:40]=1.[OH-].[Na+]. The catalyst is CN(C=O)C.CC(C)([P](C(C)(C)C)([Pd][P](C(C)(C)C)(C(C)(C)C)C(C)(C)C)C(C)(C)C)C. The product is [CH2:1]([N:8]1[C:12]([C:13]([F:16])([F:14])[F:15])=[C:11]([CH3:17])[C:10]([C:39]2[CH:40]=[CH:41][C:42]([O:45][CH2:46][C:47]([F:48])([F:49])[F:50])=[CH:43][CH:44]=2)=[C:9]1[C:27]([N:29]([CH3:35])[CH2:30][C:31]([CH3:32])([CH3:34])[CH3:33])=[O:28])[C:2]1[CH:7]=[CH:6][CH:5]=[CH:4][CH:3]=1. The yield is 0.897. (6) The reactants are [OH:1][C:2]1[C:7]([C:8]#[N:9])=[C:6]([O:10][CH3:11])[N:5]=[C:4]([CH3:12])[CH:3]=1.[H-].[Na+].Cl[C:16]([F:23])([F:22])C(OCC)=O. The catalyst is CN(C)C=O. The product is [F:22][CH:16]([F:23])[O:1][C:2]1[C:7]([C:8]#[N:9])=[C:6]([O:10][CH3:11])[N:5]=[C:4]([CH3:12])[CH:3]=1. The yield is 0.220. (7) The reactants are [N:1]1([C:6]([C:8]2[CH:23]=[CH:22][C:11]([CH2:12][C:13]3[CH:18]=[CH:17][C:16]([N+:19]([O-])=O)=[CH:15][CH:14]=3)=[CH:10][CH:9]=2)=[O:7])[CH2:5][CH2:4][CH2:3][CH2:2]1. The catalyst is [Pd].C(O)C. The product is [N:1]1([C:6]([C:8]2[CH:23]=[CH:22][C:11]([CH2:12][C:13]3[CH:18]=[CH:17][C:16]([NH2:19])=[CH:15][CH:14]=3)=[CH:10][CH:9]=2)=[O:7])[CH2:2][CH2:3][CH2:4][CH2:5]1. The yield is 0.990. (8) The reactants are [NH:1]([C:5]1[CH:11]=[CH:10][C:8]([OH:9])=[CH:7][CH:6]=1)[C:2]([CH3:4])=[O:3].C([O-])([O-])=O.[K+].[K+].[I-].[Na+].Br[CH2:21][CH2:22][CH2:23][CH2:24][CH2:25][C:26]([O:28][CH3:29])=[O:27]. The catalyst is CC(C)=O. The product is [CH3:29][O:28][C:26](=[O:27])[CH2:25][CH2:24][CH2:23][CH2:22][CH2:21][O:9][C:8]1[CH:10]=[CH:11][C:5]([NH:1][C:2](=[O:3])[CH3:4])=[CH:6][CH:7]=1. The yield is 0.660.